From a dataset of hERG potassium channel inhibition data for cardiac toxicity prediction from Karim et al.. Regression/Classification. Given a drug SMILES string, predict its toxicity properties. Task type varies by dataset: regression for continuous values (e.g., LD50, hERG inhibition percentage) or binary classification for toxic/non-toxic outcomes (e.g., AMES mutagenicity, cardiotoxicity, hepatotoxicity). Dataset: herg_karim. (1) The compound is Cc1c([C@@H](O)CN2CCC3(CC2)CC(=O)N(c2ccc(S(C)(=O)=O)cn2)C3)ccc2c1COC2=O. The result is 0 (non-blocker). (2) The molecule is CCN(C(=O)Cc1ccc(S(C)(=O)=O)cc1)C1CCN(CC[C@@H](c2cc(F)cc(F)c2)N2CCN(S(C)(=O)=O)CC2)CC1. The result is 1 (blocker). (3) The result is 0 (non-blocker). The drug is C[C@H](NC(=O)Cc1cc(F)cc(F)c1)C(=O)N[C@@H]1C(=O)N(C)c2ccccc2-c2ccccc21.